From a dataset of Forward reaction prediction with 1.9M reactions from USPTO patents (1976-2016). Predict the product of the given reaction. (1) Given the reactants Br[C:2]1[S:3][CH:4]=[CH:5][N:6]=1.[NH:7]1[CH2:12][CH2:11][O:10][CH2:9][CH2:8]1, predict the reaction product. The product is: [N:7]1([C:2]2[S:3][CH:4]=[CH:5][N:6]=2)[CH2:12][CH2:11][O:10][CH2:9][CH2:8]1. (2) Given the reactants [F:1][C:2]1[CH:3]=[C:4]([C@@H:9]([NH:11][C:12]([C:14]2[C:19]([NH:20][CH2:21][C:22]3[CH:27]=[CH:26][C:25](B4OC(C)(C)C(C)(C)O4)=[CH:24][CH:23]=3)=[N:18][CH:17]=[C:16]([C:37]#[N:38])[N:15]=2)=[O:13])[CH3:10])[CH:5]=[CH:6][C:7]=1[F:8].Br[C:40]1[CH:41]=[C:42]2[C:48]([NH:49][CH3:50])=[N:47][NH:46][C:43]2=[N:44][CH:45]=1.C([O-])(O)=O.[Na+], predict the reaction product. The product is: [C:37]([C:16]1[N:15]=[C:14]([C:12]([NH:11][C@H:9]([C:4]2[CH:5]=[CH:6][C:7]([F:8])=[C:2]([F:1])[CH:3]=2)[CH3:10])=[O:13])[C:19]([NH:20][CH2:21][C:22]2[CH:27]=[CH:26][C:25]([C:40]3[CH:41]=[C:42]4[C:48]([NH:49][CH3:50])=[N:47][NH:46][C:43]4=[N:44][CH:45]=3)=[CH:24][CH:23]=2)=[N:18][CH:17]=1)#[N:38]. (3) Given the reactants COC1C=CC(CN(CC2C=CC(OC)=CC=2)C2N=CC(C3C4CCNC=4N=C(N4CCOCC4)N=3)=CN=2)=CC=1.NC1C(C)=C(C(N2CCN(C)CC2)=O)C=CC=1.CN1CCNCC1.CC1C=CC(N2CCOCC2)=CC=1N.[CH3:79][C:80]1[C:85]([C:86]([N:88]2[CH2:93][CH2:92][N:91]([CH3:94])[CH2:90][CH2:89]2)=[O:87])=[CH:84][CH:83]=[CH:82][C:81]=1[NH:95][C:96]([N:98]1[C:102]2[N:103]=[C:104]([N:132]3[CH2:137][CH2:136][O:135][CH2:134][CH2:133]3)[N:105]=[C:106]([C:107]3[CH:108]=[N:109][C:110]([N:113](CC4C=CC(OC)=CC=4)CC4C=CC(OC)=CC=4)=[N:111][CH:112]=3)[C:101]=2[CH2:100][CH2:99]1)=[O:97], predict the reaction product. The product is: [CH3:79][C:80]1[C:85]([C:86]([N:88]2[CH2:93][CH2:92][N:91]([CH3:94])[CH2:90][CH2:89]2)=[O:87])=[CH:84][CH:83]=[CH:82][C:81]=1[NH:95][C:96]([N:98]1[C:102]2[N:103]=[C:104]([N:132]3[CH2:137][CH2:136][O:135][CH2:134][CH2:133]3)[N:105]=[C:106]([C:107]3[CH:108]=[N:109][C:110]([NH2:113])=[N:111][CH:112]=3)[C:101]=2[CH2:100][CH2:99]1)=[O:97]. (4) Given the reactants F[C:2]1[CH:7]=[CH:6][C:5]([N+:8]([O-:10])=[O:9])=[CH:4][CH:3]=1.[C:11]([N:14]1[CH2:19][CH2:18][NH:17][CH2:16][CH2:15]1)(=[O:13])[CH3:12].CCN(C(C)C)C(C)C, predict the reaction product. The product is: [N+:8]([C:5]1[CH:6]=[CH:7][C:2]([N:17]2[CH2:18][CH2:19][N:14]([C:11](=[O:13])[CH3:12])[CH2:15][CH2:16]2)=[CH:3][CH:4]=1)([O-:10])=[O:9]. (5) The product is: [F:6][C:5]([F:7])([F:8])[C:4]([C:10]1[CH:15]=[CH:14][C:13]([O:16][CH3:17])=[C:12]([CH3:18])[CH:11]=1)([OH:3])[CH3:9]. Given the reactants C[Si](C)(C)[O:3][C:4]([C:10]1[CH:15]=[CH:14][C:13]([O:16][CH3:17])=[C:12]([CH3:18])[CH:11]=1)([CH3:9])[C:5]([F:8])([F:7])[F:6].Cl.O.C(OCC)(=O)C, predict the reaction product. (6) Given the reactants [F:1][C:2]1[C:3]([F:12])=[CH:4][C:5]2[S:9][C:8]([NH2:10])=[N:7][C:6]=2[CH:11]=1.[F:13][C:14]1[CH:22]=[CH:21][CH:20]=[C:19]([F:23])[C:15]=1[C:16](Cl)=[O:17].Br[CH:25]([CH2:30][CH3:31])[C:26]([O:28]C)=[O:27].COC1C=CC2N=C(N)SC=2C=1.ClC1C=C(C=CC=1)C(Cl)=O.BrCC(OCC)=O, predict the reaction product. The product is: [F:13][C:14]1[CH:22]=[CH:21][CH:20]=[C:19]([F:23])[C:15]=1[C:16]([N:10]=[C:8]1[N:7]([CH:25]([CH2:30][CH3:31])[C:26]([OH:28])=[O:27])[C:6]2[CH:11]=[C:2]([F:1])[C:3]([F:12])=[CH:4][C:5]=2[S:9]1)=[O:17]. (7) Given the reactants [CH2:1]([O:3][C:4](=[O:20])[C:5]1[CH:17]=[C:16]([CH:18]=[O:19])[CH:15]=[C:7]([C:8]([N:10]([CH3:14])[CH2:11][CH2:12][CH3:13])=[O:9])[CH:6]=1)[CH3:2].C[Si](C)(C)[C:23]([F:26])([F:25])[F:24].[F-].C([N+](CCCC)(CCCC)CCCC)CCC, predict the reaction product. The product is: [CH2:1]([O:3][C:4](=[O:20])[C:5]1[CH:17]=[C:16]([CH:18]([OH:19])[C:23]([F:26])([F:25])[F:24])[CH:15]=[C:7]([C:8]([N:10]([CH3:14])[CH2:11][CH2:12][CH3:13])=[O:9])[CH:6]=1)[CH3:2]. (8) Given the reactants [OH:1][CH2:2][C:3]1[C:7]2[N:8]=[CH:9][N:10]=[CH:11][C:6]=2[S:5][CH:4]=1, predict the reaction product. The product is: [N:8]1[C:7]2[C:3]([CH:2]=[O:1])=[CH:4][S:5][C:6]=2[CH:11]=[N:10][CH:9]=1. (9) Given the reactants [CH3:1][C:2]1[CH:3]=[C:4]([C:10]2[CH2:15][CH2:14][CH:13]([C:16]3[CH:21]=[CH:20][C:19]([OH:22])=[CH:18][CH:17]=3)[CH2:12][CH:11]=2)[CH:5]=[C:6]([CH3:9])[C:7]=1[OH:8], predict the reaction product. The product is: [OH:22][C:19]1[CH:18]=[CH:17][C:16]([CH:13]2[CH2:12][CH2:11][CH:10]([C:4]3[CH:5]=[C:6]([CH3:9])[C:7]([OH:8])=[C:2]([CH3:1])[CH:3]=3)[CH2:15][CH2:14]2)=[CH:21][CH:20]=1.